This data is from Full USPTO retrosynthesis dataset with 1.9M reactions from patents (1976-2016). The task is: Predict the reactants needed to synthesize the given product. (1) Given the product [C:6]([O:5][C:1](=[O:4])[CH:2]=[CH2:3])([CH3:9])([CH3:8])[CH3:7].[CH:29]([S:31]([O-:34])(=[O:33])=[O:32])=[CH2:30].[Na+:27], predict the reactants needed to synthesize it. The reactants are: [C:1]([O:5][C:6]([CH3:9])([CH3:8])[CH3:7])(=[O:4])[CH:2]=[CH2:3].C(OS([O-])(=O)=O)CCCCCCCCCCC.[Na+:27].[Na+].[CH:29]([S:31]([O-:34])(=[O:33])=[O:32])=[CH2:30].S(OOS([O-])(=O)=O)([O-])(=O)=O.[Na+].[Na+].C(=O)(O)[O-].[Na+].S(=O)(=O)(O)[O-].[Na+]. (2) Given the product [C:23]([O:27][C:28]([N:19]1[CH2:20][CH2:21][CH:16]([NH:15][C:13]2[O:14][C:10]3[CH:9]=[CH:8][C:7]([O:6][CH2:5][CH2:4][CH2:3][O:2][CH3:1])=[CH:22][C:11]=3[N:12]=2)[CH2:17][CH2:18]1)=[O:29])([CH3:26])([CH3:25])[CH3:24], predict the reactants needed to synthesize it. The reactants are: [CH3:1][O:2][CH2:3][CH2:4][CH2:5][O:6][C:7]1[CH:8]=[CH:9][C:10]2[O:14][C:13]([NH:15][CH:16]3[CH2:21][CH2:20][NH:19][CH2:18][CH2:17]3)=[N:12][C:11]=2[CH:22]=1.[C:23]([O:27][C:28](N1CCC(NC2OC3C=CC(O)=CC=3N=2)CC1)=[O:29])([CH3:26])([CH3:25])[CH3:24].BrCCCOC.C(=O)([O-])[O-].[K+].[K+]. (3) The reactants are: COC1C=CC(C[N:8](CC2C=CC(OC)=CC=2)[C:9]2[N:14]=[C:13]([CH3:15])[N:12]=[C:11]([C:16]3[C:17]([NH:33][C:34]4[CH:39]=[CH:38][C:37]([NH:40][C:41](=[O:43])[CH3:42])=[C:36]([F:44])[CH:35]=4)=[N:18][CH:19]=[C:20]([CH2:22][N:23]4[CH2:28][CH2:27][N:26]([S:29]([CH3:32])(=[O:31])=[O:30])[CH2:25][CH2:24]4)[CH:21]=3)[N:10]=2)=CC=1.FC(F)(F)C(O)=O.FC(F)(F)S(O)(=O)=O.C([O-])(O)=O.[Na+]. Given the product [NH2:8][C:9]1[N:14]=[C:13]([CH3:15])[N:12]=[C:11]([C:16]2[C:17]([NH:33][C:34]3[CH:39]=[CH:38][C:37]([NH:40][C:41](=[O:43])[CH3:42])=[C:36]([F:44])[CH:35]=3)=[N:18][CH:19]=[C:20]([CH2:22][N:23]3[CH2:24][CH2:25][N:26]([S:29]([CH3:32])(=[O:30])=[O:31])[CH2:27][CH2:28]3)[CH:21]=2)[N:10]=1, predict the reactants needed to synthesize it. (4) Given the product [N+:1]([C:4]1[CH:27]=[CH:26][C:7]([CH2:8][CH:9]([CH2:16][C:17]2[CH:18]=[CH:19][C:20]([N+:23]([O-:25])=[O:24])=[CH:21][CH:22]=2)[C:13]([O:15][CH2:34][CH2:33][CH2:32][CH2:31][CH2:30][CH2:29][Cl:28])=[O:14])=[CH:6][CH:5]=1)([O-:3])=[O:2], predict the reactants needed to synthesize it. The reactants are: [N+:1]([C:4]1[CH:27]=[CH:26][C:7]([CH2:8][C:9]([CH2:16][C:17]2[CH:22]=[CH:21][C:20]([N+:23]([O-:25])=[O:24])=[CH:19][CH:18]=2)([C:13]([OH:15])=[O:14])C(O)=O)=[CH:6][CH:5]=1)([O-:3])=[O:2].[Cl:28][CH2:29][CH2:30][CH2:31][CH2:32][CH2:33][CH2:34]O.S(=O)(=O)(O)O. (5) Given the product [Br:1][C:2]1[C:3](=[O:29])[N:4]([CH2:19][C:20]2[N:21]=[CH:22][C:23]([CH2:26][N:27]([CH3:28])[C:35](=[O:36])[C:34]([OH:33])([CH3:38])[CH3:39])=[N:24][CH:25]=2)[C:5]([CH3:18])=[CH:6][C:7]=1[O:8][CH2:9][C:10]1[CH:15]=[CH:14][C:13]([F:16])=[CH:12][C:11]=1[F:17], predict the reactants needed to synthesize it. The reactants are: [Br:1][C:2]1[C:3](=[O:29])[N:4]([CH2:19][C:20]2[CH:25]=[N:24][C:23]([CH2:26][NH:27][CH3:28])=[CH:22][N:21]=2)[C:5]([CH3:18])=[CH:6][C:7]=1[O:8][CH2:9][C:10]1[CH:15]=[CH:14][C:13]([F:16])=[CH:12][C:11]=1[F:17].C([O:33][C:34]([CH3:39])([CH3:38])[C:35](Cl)=[O:36])(=O)C.C(N(CC)CC)C. (6) Given the product [NH2:35][C:2]1[N:7]=[C:6]([C:8]2[S:12][C:11]([CH2:13][CH3:14])=[N:10][C:9]=2[C:15]2[C:16]([F:33])=[C:17]([NH:21][S:22]([C:25]3[C:30]([F:31])=[CH:29][CH:28]=[CH:27][C:26]=3[F:32])(=[O:24])=[O:23])[CH:18]=[CH:19][CH:20]=2)[CH:5]=[CH:4][N:3]=1, predict the reactants needed to synthesize it. The reactants are: Cl[C:2]1[N:7]=[C:6]([C:8]2[S:12][C:11]([CH2:13][CH3:14])=[N:10][C:9]=2[C:15]2[C:16]([F:33])=[C:17]([NH:21][S:22]([C:25]3[C:30]([F:31])=[CH:29][CH:28]=[CH:27][C:26]=3[F:32])(=[O:24])=[O:23])[CH:18]=[CH:19][CH:20]=2)[CH:5]=[CH:4][N:3]=1.[OH-].[NH4+:35]. (7) Given the product [F:17][C:18]([F:23])([F:22])[C:19]([OH:21])=[O:20].[N:4]1([C:1]([NH2:2])=[O:3])[CH2:9][CH2:8][NH:7][CH2:6][CH2:5]1, predict the reactants needed to synthesize it. The reactants are: [C:1]([N:4]1[CH2:9][CH2:8][N:7](C(OC(C)(C)C)=O)[CH2:6][CH2:5]1)(=[O:3])[NH2:2].[F:17][C:18]([F:23])([F:22])[C:19]([OH:21])=[O:20].